Dataset: Retrosynthesis with 50K atom-mapped reactions and 10 reaction types from USPTO. Task: Predict the reactants needed to synthesize the given product. (1) The reactants are: C#C[Si](C)(C)C.O=C(NCCCO)c1c[nH]c(=O)cc1Nc1ccc(I)cc1F. Given the product C[Si](C)(C)C#Cc1ccc(Nc2cc(=O)[nH]cc2C(=O)NCCCO)c(F)c1, predict the reactants needed to synthesize it. (2) Given the product O=CN(CC1Sc2ccccc2N(CC(=O)O)C1=O)OCc1ccccc1, predict the reactants needed to synthesize it. The reactants are: CC(C)(C)OC(=O)CN1C(=O)C(CN(C=O)OCc2ccccc2)Sc2ccccc21. (3) The reactants are: BrCc1ccccc1.CCCNC1=C(O)C(=O)O[C@@H]1[C@@H]1COC(C)(C)O1. Given the product CCCNC1=C(OCc2ccccc2)C(=O)O[C@@H]1[C@@H]1COC(C)(C)O1, predict the reactants needed to synthesize it. (4) Given the product FCC[C@@H]1C[C@H]1c1cncc(OC[C@@H]2CCN2)c1, predict the reactants needed to synthesize it. The reactants are: CC(C)(C)OC(=O)N1CC[C@H]1COc1cncc([C@@H]2C[C@H]2CCF)c1. (5) Given the product CCC[C@@H](C)COS(C)(=O)=O, predict the reactants needed to synthesize it. The reactants are: CCC[C@@H](C)CO.CS(=O)(=O)Cl. (6) The reactants are: COC(=O)CNC(=O)c1cccc([N+](=O)[O-])c1. Given the product COC(=O)CNC(=O)c1cccc(N)c1, predict the reactants needed to synthesize it. (7) Given the product Cc1ccccc1-c1cc(N)ncc1N(C)C(=O)C(C)(C)c1cc(C(F)(F)F)cc(C(F)(F)F)c1, predict the reactants needed to synthesize it. The reactants are: Cc1ccccc1-c1cc(NCc2ccccc2)ncc1N(C)C(=O)C(C)(C)c1cc(C(F)(F)F)cc(C(F)(F)F)c1. (8) Given the product O=C(O)CCn1cnc2c(=O)[nH]cnc21, predict the reactants needed to synthesize it. The reactants are: CCOC(=O)CCn1cnc2c(=O)[nH]cnc21. (9) Given the product CCNc1ccc(-c2ccc(C#N)c(C#C[C@]3(O)CCN(C)C3=O)c2)nc1C(N)=O, predict the reactants needed to synthesize it. The reactants are: C#C[C@]1(O)CCN(C)C1=O.CCNc1ccc(-c2ccc(C#N)c(Cl)c2)nc1C(N)=O.